From a dataset of Forward reaction prediction with 1.9M reactions from USPTO patents (1976-2016). Predict the product of the given reaction. (1) Given the reactants [C:1]1([C:22]2[CH:27]=[CH:26][CH:25]=[CH:24][CH:23]=2)[CH:6]=[CH:5][C:4]([O:7][CH2:8][C:9]([NH:11][C:12]2[C:16]([CH3:17])=[CH:15][S:14][C:13]=2[C:18]([O:20]C)=[O:19])=[O:10])=[CH:3][CH:2]=1, predict the reaction product. The product is: [C:1]1([C:22]2[CH:27]=[CH:26][CH:25]=[CH:24][CH:23]=2)[CH:2]=[CH:3][C:4]([O:7][CH2:8][C:9]([NH:11][C:12]2[C:16]([CH3:17])=[CH:15][S:14][C:13]=2[C:18]([OH:20])=[O:19])=[O:10])=[CH:5][CH:6]=1. (2) Given the reactants [Br:1][C:2]1[N:7]=[C:6]([CH:8]([OH:13])[CH2:9][CH2:10][CH2:11][CH3:12])[CH:5]=[CH:4][CH:3]=1.[C:14](OC=C)(=[O:16])[CH3:15], predict the reaction product. The product is: [C:14]([O:13][C@@H:8]([C:6]1[CH:5]=[CH:4][CH:3]=[C:2]([Br:1])[N:7]=1)[CH2:9][CH2:10][CH2:11][CH3:12])(=[O:16])[CH3:15]. (3) Given the reactants [C:1]([O:9][C@@H:10]1[C@H:14]([O:15][C:16](=[O:23])[C:17]2[CH:22]=[CH:21][CH:20]=[CH:19][CH:18]=2)[C@@H:13]([C:24]([NH:26][CH2:27][CH3:28])=[O:25])[O:12][C@H:11]1[N:29]1[CH:37]=[N:36][C:35]2[C:30]1=[N:31][C:32]([I:39])=[N:33][C:34]=2Cl)(=[O:8])[C:2]1[CH:7]=[CH:6][CH:5]=[CH:4][CH:3]=1.[CH:40]1[C:52]2[CH:51]([CH2:53][NH2:54])[C:50]3[C:45](=[CH:46][CH:47]=[CH:48][CH:49]=3)[C:44]=2[CH:43]=[CH:42][CH:41]=1, predict the reaction product. The product is: [C:1]([O:9][C@@H:10]1[C@H:14]([O:15][C:16](=[O:23])[C:17]2[CH:22]=[CH:21][CH:20]=[CH:19][CH:18]=2)[C@@H:13]([C:24]([NH:26][CH2:27][CH3:28])=[O:25])[O:12][C@H:11]1[N:29]1[CH:37]=[N:36][C:35]2[C:30]1=[N:31][C:32]([I:39])=[N:33][C:34]=2[NH:54][CH2:53][CH:51]1[C:52]2[CH:40]=[CH:41][CH:42]=[CH:43][C:44]=2[C:45]2[C:50]1=[CH:49][CH:48]=[CH:47][CH:46]=2)(=[O:8])[C:2]1[CH:7]=[CH:6][CH:5]=[CH:4][CH:3]=1.